From a dataset of Reaction yield outcomes from USPTO patents with 853,638 reactions. Predict the reaction yield, written as a fraction of the theoretical maximum amount of product (1.0 means a 100% yield; for example, 0.34 means a 34% yield). (1) The reactants are [CH2:1]([CH2:3][NH2:4])[OH:2].[CH2:5]=[C:6]1[O:10][C:8](=[O:9])[CH2:7]1. The catalyst is O1CCCC1. The product is [OH:2][CH2:1][CH2:3][NH:4][C:8](=[O:9])[CH2:7][C:6](=[O:10])[CH3:5]. The yield is 0.800. (2) The reactants are [C:1]([NH:5][S:6]([C:9]1[CH:14]=[CH:13][CH:12]=[C:11]([C:15]2[N:23]3[C:18]([CH:19]=[N:20][C:21](SC)=[N:22]3)=[CH:17][CH:16]=2)[CH:10]=1)(=[O:8])=[O:7])([CH3:4])([CH3:3])[CH3:2].[CH2:26]1[N:31]([C:32]2[CH:37]=[CH:36][C:35]([NH2:38])=[CH:34][CH:33]=2)[CH2:30][CH2:29][O:28][CH2:27]1.C(N(CC)C(C)C)(C)C.COCC(O)C. No catalyst specified. The product is [C:1]([NH:5][S:6]([C:9]1[CH:14]=[CH:13][CH:12]=[C:11]([C:15]2[N:23]3[C:18]([CH:19]=[N:20][C:21]([NH:38][C:35]4[CH:34]=[CH:33][C:32]([N:31]5[CH2:26][CH2:27][O:28][CH2:29][CH2:30]5)=[CH:37][CH:36]=4)=[N:22]3)=[CH:17][CH:16]=2)[CH:10]=1)(=[O:8])=[O:7])([CH3:4])([CH3:3])[CH3:2]. The yield is 0.200. (3) The reactants are C(OC([NH:11][CH:12]([CH2:23][CH2:24][P:25]([O:37][CH3:38])([O:27][C:28]1[CH:33]=[CH:32][C:31]([N+:34]([O-:36])=[O:35])=[CH:30][CH:29]=1)=[O:26])[C:13]([O:15]CC1C=CC=CC=1)=[O:14])=O)C1C=CC=CC=1.C1(OC)C=CC=CC=1.[Cl-].[Cl-].[Cl-].[Al+3].O. The catalyst is [N+](C)([O-])=O. The product is [NH2:11][CH:12]([CH2:23][CH2:24][P:25]([O:37][CH3:38])([O:27][C:28]1[CH:33]=[CH:32][C:31]([N+:34]([O-:36])=[O:35])=[CH:30][CH:29]=1)=[O:26])[C:13]([OH:15])=[O:14]. The yield is 0.700. (4) The reactants are Br[C:2]1[CH:3]=[C:4]([NH:10][C:11]2[CH:15]=[C:14]([CH3:16])[O:13][N:12]=2)[C:5](=[O:9])[N:6]([CH3:8])[CH:7]=1.[B:17]1([B:17]2[O:21][C:20]([CH3:23])([CH3:22])[C:19]([CH3:25])([CH3:24])[O:18]2)[O:21][C:20]([CH3:23])([CH3:22])[C:19]([CH3:25])([CH3:24])[O:18]1.CC(C1C=C(C(C)C)C(C2C=CC=CC=2P(C2CCCCC2)C2CCCCC2)=C(C(C)C)C=1)C.C([O-])(=O)C.[K+]. The catalyst is C1C=CC(/C=C/C(/C=C/C2C=CC=CC=2)=O)=CC=1.C1C=CC(/C=C/C(/C=C/C2C=CC=CC=2)=O)=CC=1.C1C=CC(/C=C/C(/C=C/C2C=CC=CC=2)=O)=CC=1.[Pd].[Pd].O1CCOCC1. The product is [CH3:8][N:6]1[CH:7]=[C:2]([B:17]2[O:21][C:20]([CH3:23])([CH3:22])[C:19]([CH3:25])([CH3:24])[O:18]2)[CH:3]=[C:4]([NH:10][C:11]2[CH:15]=[C:14]([CH3:16])[O:13][N:12]=2)[C:5]1=[O:9]. The yield is 0.780. (5) The catalyst is [Cl-].C([N+]1C(C)=C(CCO)SC=1)C1C=CC=CC=1.C(O)C. The reactants are [CH3:1][S:2]([C:5]1[CH:10]=[CH:9][C:8]([CH:11]([CH2:16][CH:17]2[CH2:22][CH2:21][O:20][CH2:19][CH2:18]2)[C:12](=[O:15])[CH:13]=[CH2:14])=[CH:7][CH:6]=1)(=[O:4])=[O:3].[OH:23][CH:24]([C:29]1[S:33][C:32]([CH:34]=[O:35])=[N:31][CH:30]=1)[C:25]([OH:28])([CH3:27])[CH3:26].C(N(CC)CC)C.O1CCCC1. The product is [OH:23][CH:24]([C:29]1[S:33][C:32]([C:34](=[O:35])[CH2:14][CH2:13][C:12](=[O:15])[CH:11]([C:8]2[CH:7]=[CH:6][C:5]([S:2]([CH3:1])(=[O:4])=[O:3])=[CH:10][CH:9]=2)[CH2:16][CH:17]2[CH2:22][CH2:21][O:20][CH2:19][CH2:18]2)=[N:31][CH:30]=1)[C:25]([OH:28])([CH3:27])[CH3:26]. The yield is 0.610. (6) The reactants are [N:1]1[C:10]2[CH:9]([NH2:11])[CH2:8][CH2:7][CH2:6][C:5]=2[CH:4]=[CH:3][CH:2]=1.[CH:12]([C:14]1[CH:19]=[CH:18][C:17]([NH:20][S:21]([C:24]2[CH:29]=[CH:28][CH:27]=[CH:26][N:25]=2)(=[O:23])=[O:22])=[CH:16][CH:15]=1)=O.[BH-](OC(C)=O)(OC(C)=O)OC(C)=O.[Na+]. No catalyst specified. The product is [N:1]1[C:10]2[CH:9]([NH:11][CH2:12][C:14]3[CH:15]=[CH:16][C:17]([NH:20][S:21]([C:24]4[CH:29]=[CH:28][CH:27]=[CH:26][N:25]=4)(=[O:23])=[O:22])=[CH:18][CH:19]=3)[CH2:8][CH2:7][CH2:6][C:5]=2[CH:4]=[CH:3][CH:2]=1. The yield is 0.670. (7) The reactants are [Cl:1][C:2]1[CH:3]=[C:4]([N:10]2[CH2:15][CH2:14][N:13](C(OC(C)(C)C)=O)[CH2:12][CH2:11]2)[CH:5]=[C:6]([CH:8]=O)[CH:7]=1.[NH2:23][C:24]1[CH:32]=[C:31]([O:33][CH3:34])[CH:30]=[C:29]([O:35][CH3:36])[C:25]=1[C:26]([NH2:28])=[O:27].CC1C=CC(S(O)(=O)=O)=CC=1.OS([O-])=O.[Na+].FC(F)(F)C(O)=O. The catalyst is CC(N(C)C)=O. The product is [Cl:1][C:2]1[CH:7]=[C:6]([C:8]2[NH:28][C:26](=[O:27])[C:25]3[C:24](=[CH:32][C:31]([O:33][CH3:34])=[CH:30][C:29]=3[O:35][CH3:36])[N:23]=2)[CH:5]=[C:4]([N:10]2[CH2:11][CH2:12][NH:13][CH2:14][CH2:15]2)[CH:3]=1. The yield is 0.290. (8) The reactants are [F:1][C:2]1[CH:18]=[CH:17][CH:16]=[C:15]([C:19]([F:22])([F:21])[F:20])[C:3]=1[CH2:4][N:5]1[C:10]([CH3:11])=[C:9](I)[C:8](=[O:13])[NH:7][C:6]1=[O:14].[F:23][C:24]1[C:29]([O:30][CH3:31])=[CH:28][CH:27]=[CH:26][C:25]=1B(O)O.[OH-].[K+].O. The catalyst is CC(C)=O. The product is [F:23][C:24]1[C:29]([O:30][CH3:31])=[CH:28][CH:27]=[CH:26][C:25]=1[C:9]1[C:8](=[O:13])[NH:7][C:6](=[O:14])[N:5]([CH2:4][C:3]2[C:15]([C:19]([F:22])([F:21])[F:20])=[CH:16][CH:17]=[CH:18][C:2]=2[F:1])[C:10]=1[CH3:11]. The yield is 0.870. (9) The reactants are [CH2:1]([C:5]1[N:10]2[N:11]=[CH:12][CH:13]=[C:9]2[N:8]([C@H:14]2[CH2:19][CH2:18][C@H:17]([OH:20])[CH2:16][CH2:15]2)[C:7](=[O:21])[C:6]=1[CH2:22][C:23]1[CH:28]=[CH:27][C:26]([C:29]2[C:30]([C:35]#[N:36])=[CH:31][CH:32]=[CH:33][CH:34]=2)=[C:25]([F:37])[CH:24]=1)[CH2:2][CH2:3][CH3:4].[N+](=[CH:40][C:41]([O:43][CH2:44][CH3:45])=[O:42])=[N-].C(OCC)(=O)C.O. The catalyst is C1(C)C=CC=CC=1.C([O-])(=O)C.[Rh+3].C([O-])(=O)C.C([O-])(=O)C. The product is [CH2:44]([O:43][C:41](=[O:42])[CH2:40][O:20][C@H:17]1[CH2:16][CH2:15][C@H:14]([N:8]2[C:7](=[O:21])[C:6]([CH2:22][C:23]3[CH:28]=[CH:27][C:26]([C:29]4[CH:34]=[CH:33][CH:32]=[CH:31][C:30]=4[C:35]#[N:36])=[C:25]([F:37])[CH:24]=3)=[C:5]([CH2:1][CH2:2][CH2:3][CH3:4])[N:10]3[N:11]=[CH:12][CH:13]=[C:9]23)[CH2:19][CH2:18]1)[CH3:45]. The yield is 0.420. (10) The reactants are Br[C:2]1[CH:7]=[CH:6][C:5]([C:8]([OH:13])([CH2:11][CH3:12])[CH2:9][CH3:10])=[CH:4][C:3]=1[CH2:14][CH2:15][CH3:16].O1CCCC1.C([Li])CCC.C([O:30][B:31](OC(C)C)[O:32]C(C)C)(C)C. The catalyst is CCCCCC. The product is [CH2:9]([C:8]([C:5]1[CH:6]=[CH:7][C:2]([B:31]([OH:32])[OH:30])=[C:3]([CH2:14][CH2:15][CH3:16])[CH:4]=1)([OH:13])[CH2:11][CH3:12])[CH3:10]. The yield is 0.440.